From a dataset of Forward reaction prediction with 1.9M reactions from USPTO patents (1976-2016). Predict the product of the given reaction. (1) Given the reactants [Cl:1][C:2]1[CH:3]=[C:4]([NH:9][C:10](=[O:12])[CH3:11])[CH:5]=[CH:6][C:7]=1[CH3:8].C(OC(=O)C)(=O)C.[N+:20]([O-])([OH:22])=[O:21], predict the reaction product. The product is: [Cl:1][C:2]1[C:7]([CH3:8])=[CH:6][C:5]([N+:20]([O-:22])=[O:21])=[C:4]([NH:9][C:10](=[O:12])[CH3:11])[CH:3]=1. (2) Given the reactants [CH:1]1([CH2:4][O:5][C:6]2[CH:7]=[C:8]3[C:13](=[CH:14][CH:15]=2)[N:12]=[C:11]([NH:16][CH2:17][CH2:18][NH:19][C:20](=[O:22])[CH3:21])[C:10]([CH2:23]O)=[CH:9]3)[CH2:3][CH2:2]1.O=S(Cl)[Cl:27], predict the reaction product. The product is: [ClH:27].[Cl:27][CH2:23][C:10]1[C:11]([NH:16][CH2:17][CH2:18][NH:19][C:20](=[O:22])[CH3:21])=[N:12][C:13]2[C:8]([CH:9]=1)=[CH:7][C:6]([O:5][CH2:4][CH:1]1[CH2:3][CH2:2]1)=[CH:15][CH:14]=2. (3) Given the reactants [C:1]1([SH:7])[CH:6]=[CH:5][CH:4]=[CH:3][CH:2]=1.[H-].[Na+].Cl[CH2:11][CH2:12][CH2:13][CH2:14][CH2:15][N:16]1[C:24]2[C:23]([CH3:25])=[C:22]([CH3:26])[N:21]=[C:20]([O:27][C:28]3[CH:33]=[CH:32][CH:31]=[CH:30][CH:29]=3)[C:19]=2[N:18]=[C:17]1[CH3:34], predict the reaction product. The product is: [CH3:34][C:17]1[N:16]([CH2:15][CH2:14][CH2:13][CH2:12][CH2:11][S:7][C:1]2[CH:6]=[CH:5][CH:4]=[CH:3][CH:2]=2)[C:24]2[C:23]([CH3:25])=[C:22]([CH3:26])[N:21]=[C:20]([O:27][C:28]3[CH:29]=[CH:30][CH:31]=[CH:32][CH:33]=3)[C:19]=2[N:18]=1. (4) Given the reactants [CH2:1]([N:8]1[C:20]2[C:11](=[C:12]3[C:17](=[C:18]4[CH:24]=[C:23]([F:25])[CH:22]=[CH:21][C:19]4=2)[C:16](=[O:26])[N:15]([CH2:27][O:28][CH2:29][CH2:30][Si:31]([CH3:34])([CH3:33])[CH3:32])[CH:14]=[CH:13]3)[N:10]=[C:9]1Cl)[C:2]1[CH:7]=[CH:6][CH:5]=[CH:4][CH:3]=1.[O:36]1[C:40]2([CH2:45][CH2:44][NH:43][CH2:42][CH2:41]2)[O:39][CH2:38][CH2:37]1, predict the reaction product. The product is: [CH2:1]([N:8]1[C:20]2[C:11](=[C:12]3[C:17](=[C:18]4[CH:24]=[C:23]([F:25])[CH:22]=[CH:21][C:19]4=2)[C:16](=[O:26])[N:15]([CH2:27][O:28][CH2:29][CH2:30][Si:31]([CH3:34])([CH3:33])[CH3:32])[CH:14]=[CH:13]3)[N:10]=[C:9]1[N:43]1[CH2:44][CH2:45][C:40]2([O:39][CH2:38][CH2:37][O:36]2)[CH2:41][CH2:42]1)[C:2]1[CH:7]=[CH:6][CH:5]=[CH:4][CH:3]=1. (5) Given the reactants [CH3:1][O:2][C:3](=[O:22])[C:4]([S:13]([C:16]1[CH:21]=[CH:20][CH:19]=[CH:18][CH:17]=1)(=[O:15])=[O:14])([CH:6]1[CH2:11][CH2:10][CH2:9][C:8](=O)[CH2:7]1)[CH3:5].Cl.[Cl:24][C:25]1[CH:30]=[CH:29][C:28]([NH:31]N)=[CH:27][CH:26]=1.C([O-])(O)=O.[Na+], predict the reaction product. The product is: [CH3:1][O:2][C:3](=[O:22])[C:4]([S:13]([C:16]1[CH:17]=[CH:18][CH:19]=[CH:20][CH:21]=1)(=[O:15])=[O:14])([CH:6]1[CH2:11][CH2:10][C:9]2[C:29]3[C:28](=[CH:27][CH:26]=[C:25]([Cl:24])[CH:30]=3)[NH:31][C:8]=2[CH2:7]1)[CH3:5]. (6) Given the reactants [CH2:1]([O:4][C:5]([NH:7][CH2:8][C:9]([OH:11])=O)=[O:6])[CH:2]=[CH2:3].CN(C)C=O.C(Cl)(=O)C([Cl:20])=O.C1(C)C=CC=CC=1, predict the reaction product. The product is: [CH2:1]([O:4][C:5]([NH:7][CH2:8][C:9]([Cl:20])=[O:11])=[O:6])[CH:2]=[CH2:3]. (7) Given the reactants [CH3:1][C:2]1[N:3]([CH2:15][CH:16]([CH3:18])[CH3:17])[C:4]2[C:13]3[CH:12]=[CH:11][CH:10]=[CH:9][C:8]=3[N:7]=[CH:6][C:5]=2[N:14]=1.[CH3:19][O:20][CH2:21]CCl, predict the reaction product. The product is: [CH3:19][O:20][CH2:21][CH2:1][C:2]1[N:3]([CH2:15][CH:16]([CH3:18])[CH3:17])[C:4]2[C:13]3[CH:12]=[CH:11][CH:10]=[CH:9][C:8]=3[N:7]=[CH:6][C:5]=2[N:14]=1.